This data is from Catalyst prediction with 721,799 reactions and 888 catalyst types from USPTO. The task is: Predict which catalyst facilitates the given reaction. (1) Reactant: [C:1]([C:3]1[CH:11]=[CH:10][C:6]([C:7]([OH:9])=[O:8])=[C:5]([F:12])[CH:4]=1)#[N:2].[C:13]1(C)C=CC=CC=1.C[Si](C=[N+]=[N-])(C)C.C(OCC)C. Product: [C:1]([C:3]1[CH:11]=[CH:10][C:6]([C:7]([O:9][CH3:13])=[O:8])=[C:5]([F:12])[CH:4]=1)#[N:2]. The catalyst class is: 5. (2) Product: [CH2:23]([C@H:2]([NH:1][C:35](=[O:37])[C@@H:34]([NH:38][C:39]([C:41]1[CH:50]=[CH:49][C:48]2[C:43](=[CH:44][CH:45]=[CH:46][CH:47]=2)[N:42]=1)=[O:40])[CH2:33][C:32]([NH2:31])=[O:51])[C@@H:3]([OH:22])[CH:4]([NH:5][S:6]([C:9]1[CH:10]=[CH:11][C:12]([O:15][CH3:16])=[CH:13][CH:14]=1)(=[O:8])=[O:7])[O:52][CH:58]([CH2:59][CH3:60])[CH3:57])[C:24]1[CH:25]=[CH:26][CH:27]=[CH:28][CH:29]=1. The catalyst class is: 9. Reactant: [NH2:1][C@@H:2]([CH2:23][C:24]1[CH:29]=[CH:28][CH:27]=[CH:26][CH:25]=1)[C@H:3]([OH:22])[CH2:4][N:5](OC(CC)C)[S:6]([C:9]1[CH:14]=[CH:13][C:12]([O:15][CH3:16])=[CH:11][CH:10]=1)(=[O:8])=[O:7].Cl.[NH2:31][C:32](=[O:51])[CH2:33][C@H:34]([NH:38][C:39]([C:41]1[CH:50]=[CH:49][C:48]2[C:43](=[CH:44][CH:45]=[CH:46][CH:47]=2)[N:42]=1)=[O:40])[C:35]([OH:37])=O.[OH2:52].ON1[C:58]2[CH:59]=[CH:60]C=C[C:57]=2N=N1.Cl.CN(C)CCCN=C=NCC.C(N(C(C)C)CC)(C)C. (3) Reactant: Cl[C:2]1[CH:7]=[CH:6][N:5]=[C:4]([NH2:8])[CH:3]=1.[CH3:9][C@@H:10]1[N:15]([CH3:16])[CH2:14][CH2:13][N:12]([CH2:17][CH2:18][OH:19])[CH2:11]1.[OH-].[K+]. Product: [CH3:9][C@@H:10]1[N:15]([CH3:16])[CH2:14][CH2:13][N:12]([CH2:17][CH2:18][O:19][C:2]2[CH:7]=[CH:6][N:5]=[C:4]([NH2:8])[CH:3]=2)[CH2:11]1. The catalyst class is: 58. (4) Reactant: [Br:1][C:2]1[CH:7]=[CH:6][C:5]([CH:8]([OH:29])[CH:9]([CH2:15][C:16]2[CH:21]=[CH:20][CH:19]=[C:18]([O:22][C:23]([F:28])([F:27])[CH:24]([F:26])[F:25])[CH:17]=2)[C:10]([O:12]CC)=[O:11])=[CH:4][CH:3]=1.[OH-].[Na+].Cl. Product: [Br:1][C:2]1[CH:7]=[CH:6][C:5]([CH:8]([OH:29])[CH:9]([CH2:15][C:16]2[CH:21]=[CH:20][CH:19]=[C:18]([O:22][C:23]([F:28])([F:27])[CH:24]([F:26])[F:25])[CH:17]=2)[C:10]([OH:12])=[O:11])=[CH:4][CH:3]=1. The catalyst class is: 5. (5) Reactant: C[O:2][C:3]([C:5]1[CH:9]=[N:8][N:7]([CH3:10])[N:6]=1)=[O:4].C1COCC1.[OH-].[Na+].Cl. Product: [CH3:10][N:7]1[N:6]=[C:5]([C:3]([OH:4])=[O:2])[CH:9]=[N:8]1. The catalyst class is: 5. (6) Reactant: [Cl:1][C:2]1[CH:7]=[CH:6][C:5]([C@@:8]2([CH3:34])[C@:12]([C:14]3[CH:19]=[CH:18][C:17]([Cl:20])=[CH:16][CH:15]=3)([CH3:13])[NH:11][C:10]([C:21]3[CH:26]=[CH:25][C:24]([C:27]([OH:30])([CH3:29])[CH3:28])=[CH:23][C:22]=3[O:31][CH2:32][CH3:33])=[N:9]2)=[CH:4][CH:3]=1.[C:35](Cl)([Cl:37])=[O:36]. Product: [Cl:1][C:2]1[CH:7]=[CH:6][C:5]([C:8]2([CH3:34])[C:12]([C:14]3[CH:15]=[CH:16][C:17]([Cl:20])=[CH:18][CH:19]=3)([CH3:13])[N:11]([C:35]([Cl:37])=[O:36])[C:10]([C:21]3[CH:26]=[CH:25][C:24]([C:27]([OH:30])([CH3:28])[CH3:29])=[CH:23][C:22]=3[O:31][CH2:32][CH3:33])=[N:9]2)=[CH:4][CH:3]=1. The catalyst class is: 66. (7) Reactant: [CH3:1][C:2]1([C:17]([OH:19])=O)[CH2:6][CH:5]2[CH:7]([CH3:16])[C:8]([N+:13]([O-:15])=[O:14])=[C:9]([CH3:12])[C:10]([CH3:11])=[C:4]2[O:3]1.S(Cl)([Cl:22])=O. Product: [CH3:1][C:2]1([C:17]([Cl:22])=[O:19])[CH2:6][C:5]2[C:7]([CH3:16])=[C:8]([N+:13]([O-:15])=[O:14])[C:9]([CH3:12])=[C:10]([CH3:11])[C:4]=2[O:3]1. The catalyst class is: 2. (8) Reactant: [F:1][C:2]1[CH:16]=[CH:15][C:5]([CH:6]=[C:7]([CH2:11][CH2:12][CH2:13][CH3:14])[C:8]([OH:10])=[O:9])=[CH:4][C:3]=1[CH3:17]. Product: [F:1][C:2]1[CH:16]=[CH:15][C:5]([CH2:6][CH:7]([CH2:11][CH2:12][CH2:13][CH3:14])[C:8]([OH:10])=[O:9])=[CH:4][C:3]=1[CH3:17]. The catalyst class is: 19.